From a dataset of Peptide-MHC class I binding affinity with 185,985 pairs from IEDB/IMGT. Regression. Given a peptide amino acid sequence and an MHC pseudo amino acid sequence, predict their binding affinity value. This is MHC class I binding data. (1) The peptide sequence is EIIELTRTL. The MHC is HLA-B07:02 with pseudo-sequence HLA-B07:02. The binding affinity (normalized) is 0.246. (2) The peptide sequence is YIDNTTSWY. The MHC is HLA-A11:01 with pseudo-sequence HLA-A11:01. The binding affinity (normalized) is 0.0847. (3) The peptide sequence is KLRQGNTLV. The MHC is HLA-B27:05 with pseudo-sequence HLA-B27:05. The binding affinity (normalized) is 0.0847. (4) The peptide sequence is LSVLFLQI. The MHC is H-2-Db with pseudo-sequence H-2-Db. The binding affinity (normalized) is 0.0598. (5) The peptide sequence is RPNNNTRKSI. The MHC is HLA-A01:01 with pseudo-sequence HLA-A01:01. The binding affinity (normalized) is 0. (6) The peptide sequence is IAILLLSVY. The MHC is Mamu-A20102 with pseudo-sequence Mamu-A20102. The binding affinity (normalized) is 0.193.